This data is from Retrosynthesis with 50K atom-mapped reactions and 10 reaction types from USPTO. The task is: Predict the reactants needed to synthesize the given product. (1) Given the product O=Cc1ccc(-c2ccc3occc3c2)cc1, predict the reactants needed to synthesize it. The reactants are: Brc1ccc2occc2c1.O=Cc1ccc(B(O)O)cc1. (2) Given the product COc1ccc2cccc(OCC(=O)NC[C@@H](O)CN3CCc4ccccc4C3)c2n1, predict the reactants needed to synthesize it. The reactants are: CCOC(=O)COc1cccc2ccc(OC)nc12.NC[C@@H](O)CN1CCc2ccccc2C1. (3) Given the product Cc1c(-c2ccnc(N3CCCC3)c2)nc2cc(F)cc(F)c2c1Nc1cc(N2CCOCC2)cnc1N1CCOCC1, predict the reactants needed to synthesize it. The reactants are: Cc1c(-c2ccnc(N3CCCC3)c2)nc2cc(F)cc(F)c2c1Cl.Nc1cc(N2CCOCC2)cnc1N1CCOCC1. (4) Given the product CC(C)CNC(=NC(=O)c1cccc(O)c1)Nc1n[nH]c2cc(F)ccc12, predict the reactants needed to synthesize it. The reactants are: CC(C)CN/C(=N/C(=O)c1cccc(OCc2ccccc2)c1)Nc1n[nH]c2cc(F)ccc12. (5) Given the product Cc1cc(OCCCC2CCN(c3nc(C(C)C)no3)CC2)ncc1Br, predict the reactants needed to synthesize it. The reactants are: CC(C)c1noc(N2CCC(CCCO)CC2)n1.Cc1cc(Cl)ncc1Br. (6) Given the product CC1CN(Cc2ccccc2)Cc2cc(-c3ccc(Cl)cc3)n(-c3ccc(Cl)cc3)c21, predict the reactants needed to synthesize it. The reactants are: CC1CN(Cc2ccccc2)CC(CC(=O)c2ccc(Cl)cc2)C1=O.Nc1ccc(Cl)cc1. (7) The reactants are: CC(C)(C)OC(=O)CCCCCCCCCCCCCCBr.COC(=O)c1cc(O)cc(C(=O)OC)c1. Given the product COC(=O)c1cc(OCCCCCCCCCCCCCCC(=O)OC(C)(C)C)cc(C(=O)OC)c1, predict the reactants needed to synthesize it.